From a dataset of Full USPTO retrosynthesis dataset with 1.9M reactions from patents (1976-2016). Predict the reactants needed to synthesize the given product. (1) Given the product [NH2:23][C:20]1[N:21]=[CH:22][C:17]([C:3]2[CH:4]=[CH:5][C:6]([C:25]3[C:26]([S:31]([NH:34][CH2:35][CH2:36][OH:37])(=[O:33])=[O:32])=[CH:27][CH:28]=[CH:29][CH:30]=3)=[CH:7][C:2]=2[F:1])=[N:18][CH:19]=1, predict the reactants needed to synthesize it. The reactants are: [F:1][C:2]1[CH:7]=[C:6](B2OC(C)(C)C(C)(C)O2)[CH:5]=[CH:4][C:3]=1[C:17]1[N:18]=[CH:19][C:20]([NH2:23])=[N:21][CH:22]=1.Br[C:25]1[CH:30]=[CH:29][CH:28]=[CH:27][C:26]=1[S:31]([NH:34][CH2:35][CH2:36][OH:37])(=[O:33])=[O:32].C([O-])([O-])=O.[Na+].[Na+].C(Cl)Cl. (2) The reactants are: Cl.[CH3:2][O:3][CH2:4][CH2:5][O:6][CH2:7][CH2:8][O:9][CH2:10][CH2:11][O:12][C@H:13]1[CH2:17][CH2:16][N:15](C(OC(C)(C)C)=O)[CH2:14]1. Given the product [CH3:2][O:3][CH2:4][CH2:5][O:6][CH2:7][CH2:8][O:9][CH2:10][CH2:11][O:12][C@H:13]1[CH2:17][CH2:16][NH:15][CH2:14]1, predict the reactants needed to synthesize it. (3) Given the product [CH3:1][N:2]1[CH2:7][CH2:6][CH:5]([N:8]2[CH2:16][C:15]3[CH:14]=[C:13]4[N:18]=[C:19]([C:21]5[C:22](=[O:41])[NH:23][CH:24]=[CH:25][C:26]=5[NH:27][C@@H:28]([CH3:40])[CH2:29][C:30]5[C:31]([F:39])=[C:32]([F:38])[CH:33]=[C:34]([F:37])[C:35]=5[F:36])[NH:20][C:12]4=[CH:11][C:10]=3[C:9]2=[O:42])[CH2:4][CH2:3]1, predict the reactants needed to synthesize it. The reactants are: [CH3:1][N:2]1[CH2:7][CH2:6][CH:5]([N:8]2[C:16](=O)[C:15]3[CH:14]=[C:13]4[NH:18][C:19]([C:21]5[C:22](=[O:41])[NH:23][CH:24]=[CH:25][C:26]=5[NH:27][C@@H:28]([CH3:40])[CH2:29][C:30]5[C:35]([F:36])=[C:34]([F:37])[CH:33]=[C:32]([F:38])[C:31]=5[F:39])=[N:20][C:12]4=[CH:11][C:10]=3[C:9]2=[O:42])[CH2:4][CH2:3]1.